Task: Predict the reactants needed to synthesize the given product.. Dataset: Full USPTO retrosynthesis dataset with 1.9M reactions from patents (1976-2016) (1) Given the product [Br:1][C:2]1[CH:3]=[C:4]2[C:17](=[O:19])[N:22]3[CH2:21][CH2:20][NH:23][C:8]3([C:10]3[CH:11]=[CH:12][C:13]([Cl:16])=[CH:14][CH:15]=3)[CH2:7][N:5]2[CH:6]=1, predict the reactants needed to synthesize it. The reactants are: [Br:1][C:2]1[CH:3]=[C:4]([C:17]([OH:19])=O)[N:5]([CH2:7][C:8]([C:10]2[CH:15]=[CH:14][C:13]([Cl:16])=[CH:12][CH:11]=2)=O)[CH:6]=1.[CH2:20]([NH2:23])[CH2:21][NH2:22]. (2) Given the product [CH3:1][C:2]1[C:6]([CH2:7][CH2:8][NH:9][C:10]([C:12]2[C:20]3[N:19]=[C:18]([C:21]4[O:22][CH:23]=[CH:24][CH:25]=4)[NH:17][C:16]=3[C:15]([OH:26])=[CH:14][CH:13]=2)=[O:11])=[C:5]([CH3:28])[O:4][N:3]=1, predict the reactants needed to synthesize it. The reactants are: [CH3:1][C:2]1[C:6]([CH2:7][CH2:8][NH:9][C:10]([C:12]2[C:20]3[N:19]=[C:18]([C:21]4[O:22][CH:23]=[CH:24][CH:25]=4)[NH:17][C:16]=3[C:15]([O:26]C)=[CH:14][CH:13]=2)=[O:11])=[C:5]([CH3:28])[O:4][N:3]=1.B(Br)(Br)Br. (3) Given the product [Br:1][C:2]1[CH:7]=[CH:6][C:5]([C:8]2[C:17]([C:18](=[O:20])[CH3:19])=[C:11]3[CH:12]=[CH:13][CH:14]=[C:15]([NH:25][CH2:21][CH2:22][CH2:23][CH3:24])[N:10]3[N:9]=2)=[CH:4][CH:3]=1, predict the reactants needed to synthesize it. The reactants are: [Br:1][C:2]1[CH:7]=[CH:6][C:5]([C:8]2[C:17]([C:18](=[O:20])[CH3:19])=[C:11]3[CH:12]=[CH:13][CH:14]=[C:15](Cl)[N:10]3[N:9]=2)=[CH:4][CH:3]=1.[CH2:21]([NH2:25])[CH2:22][CH2:23][CH3:24]. (4) Given the product [N:6]1[N:5]([C:9]2[N:14]=[C:13]([NH:15][C:16]3[CH:21]=[C:20]([Cl:22])[N:19]=[N:18][C:17]=3[C:23]([NH2:1])=[O:25])[CH:12]=[CH:11][CH:10]=2)[N:4]=[CH:8][CH:7]=1, predict the reactants needed to synthesize it. The reactants are: [NH3:1].CO.[N:4]1[N:5]([C:9]2[N:14]=[C:13]([NH:15][C:16]3[CH:21]=[C:20]([Cl:22])[N:19]=[N:18][C:17]=3[C:23]([O:25]CC)=O)[CH:12]=[CH:11][CH:10]=2)[N:6]=[CH:7][CH:8]=1. (5) Given the product [CH2:1]([CH:3]1[N:12]2[C:7](=[CH:8][C:9](=[O:18])[C:10]([C:13]([O:15][CH2:16][CH3:17])=[O:14])=[CH:11]2)[C:6]2[CH:19]=[C:20]([O:24][CH3:25])[C:21]([O:23][CH2:28][CH2:29][N:30]3[CH2:34][CH2:33][CH2:32][CH2:31]3)=[CH:22][C:5]=2[CH2:4]1)[CH3:2], predict the reactants needed to synthesize it. The reactants are: [CH2:1]([CH:3]1[N:12]2[C:7](=[CH:8][C:9](=[O:18])[C:10]([C:13]([O:15][CH2:16][CH3:17])=[O:14])=[CH:11]2)[C:6]2[CH:19]=[C:20]([O:24][CH3:25])[C:21]([OH:23])=[CH:22][C:5]=2[CH2:4]1)[CH3:2].Cl.Cl[CH2:28][CH2:29][N:30]1[CH2:34][CH2:33][CH2:32][CH2:31]1.C([O-])([O-])=O.[K+].[K+]. (6) Given the product [CH3:17][C:7]1[N:8]=[C:9]([C:11]2[CH:12]=[N:13][CH:14]=[CH:15][CH:16]=2)[S:10][C:6]=1[C:27]1[S:28][C:29]2[S:35][CH2:34][CH2:33][C:32](=[O:36])[C:30]=2[N:31]=1, predict the reactants needed to synthesize it. The reactants are: C([Sn](CCCC)(CCCC)[C:6]1[S:10][C:9]([C:11]2[CH:12]=[N:13][CH:14]=[CH:15][CH:16]=2)=[N:8][C:7]=1[CH3:17])CCC.Br[C:27]1[S:28][C:29]2[S:35][CH2:34][CH2:33][C:32](=[O:36])[C:30]=2[N:31]=1.O1C=CC=C1P(C1OC=CC=1)C1OC=CC=1. (7) Given the product [F:1][C:2]1[CH:7]=[CH:6][C:5]([N:8]2[C:11](=[O:12])[C@H:10]([S:13][CH2:14][CH:15]([C:17]3[CH:18]=[CH:19][C:20]([F:23])=[CH:21][CH:22]=3)[OH:16])[C@H:9]2[C:24]2[CH:46]=[CH:45][C:27]([O:28][CH2:29][C:30]([NH:32][CH2:33][C:34]([NH:36][C@H:37]([C:42]([OH:44])=[O:43])[CH2:38][CH2:39][S:40][CH3:41])=[O:35])=[O:31])=[CH:26][CH:25]=2)=[CH:4][CH:3]=1, predict the reactants needed to synthesize it. The reactants are: [F:1][C:2]1[CH:7]=[CH:6][C:5]([N:8]2[C:11](=[O:12])[C@H:10]([S:13][CH2:14][C:15]([C:17]3[CH:22]=[CH:21][C:20]([F:23])=[CH:19][CH:18]=3)=[O:16])[C@H:9]2[C:24]2[CH:46]=[CH:45][C:27]([O:28][CH2:29][C:30]([NH:32][CH2:33][C:34]([NH:36][C@H:37]([C:42]([OH:44])=[O:43])[CH2:38][CH2:39][S:40][CH3:41])=[O:35])=[O:31])=[CH:26][CH:25]=2)=[CH:4][CH:3]=1.[BH4-].[Na+].